This data is from Forward reaction prediction with 1.9M reactions from USPTO patents (1976-2016). The task is: Predict the product of the given reaction. (1) Given the reactants Br[N:2]1[C:11]2[NH:10][CH2:9][CH2:8][CH2:7][C:6]=2[CH:5]=[CH:4][CH2:3]1.[CH3:12][N:13](C=O)C, predict the reaction product. The product is: [C:12]([N:2]1[C:11]2[NH:10][CH2:9][CH2:8][CH2:7][C:6]=2[CH:5]=[CH:4][CH2:3]1)#[N:13]. (2) Given the reactants CC1(C)C2C(=C(P(C3C=CC=CC=3)C3C=CC=CC=3)C=CC=2)OC2C(P(C3C=CC=CC=3)C3C=CC=CC=3)=CC=CC1=2.C([O-])([O-])=O.[K+].[K+].[CH3:49][C:50]1[N:51]=[C:52]([C:55]2[CH:56]=[N:57][CH:58]=[CH:59][CH:60]=2)[S:53][CH:54]=1.Br[C:62]1[N:67]=[C:66]2[C:68](=[CH2:72])[CH2:69][CH2:70][O:71][C:65]2=[CH:64][CH:63]=1, predict the reaction product. The product is: [CH2:72]=[C:68]1[C:66]2=[N:67][C:62]([C:54]3[S:53][C:52]([C:55]4[CH:56]=[N:57][CH:58]=[CH:59][CH:60]=4)=[N:51][C:50]=3[CH3:49])=[CH:63][CH:64]=[C:65]2[O:71][CH2:70][CH2:69]1. (3) Given the reactants [CH2:1]([O:8][CH2:9][CH2:10][C:11]#[C:12][C:13](=O)[C:14]([F:17])([F:16])[F:15])[C:2]1[CH:7]=[CH:6][CH:5]=[CH:4][CH:3]=1.O.[NH2:20][NH2:21], predict the reaction product. The product is: [CH2:1]([O:8][CH2:9][CH2:10][C:11]1[NH:21][N:20]=[C:13]([C:14]([F:17])([F:16])[F:15])[CH:12]=1)[C:2]1[CH:7]=[CH:6][CH:5]=[CH:4][CH:3]=1.